From a dataset of Catalyst prediction with 721,799 reactions and 888 catalyst types from USPTO. Predict which catalyst facilitates the given reaction. Product: [CH:1]([N:4]1[C:8]2[CH:9]=[CH:10][CH:11]=[CH:12][C:7]=2[N:6]([C:20]([NH:45][CH2:46][CH:47]2[CH2:52][CH2:51][N:50]([CH2:53][C:54]3([C:58]([OH:60])=[O:59])[CH2:57][CH2:56][CH2:55]3)[CH2:49][CH2:48]2)=[O:23])[C:5]1=[O:13])([CH3:3])[CH3:2]. Reactant: [CH:1]([N:4]1[C:8]2[CH:9]=[CH:10][CH:11]=[CH:12][C:7]=2[NH:6][C:5]1=[O:13])([CH3:3])[CH3:2].[N+](C1C=C[C:20]([O:23]C(Cl)=O)=CC=1)([O-])=O.CCN(CC)CC.CC1C=CC(S(O)(=O)=O)=CC=1.[NH2:45][CH2:46][CH:47]1[CH2:52][CH2:51][N:50]([CH2:53][C:54]2([C:58]([OH:60])=[O:59])[CH2:57][CH2:56][CH2:55]2)[CH2:49][CH2:48]1. The catalyst class is: 2.